This data is from Forward reaction prediction with 1.9M reactions from USPTO patents (1976-2016). The task is: Predict the product of the given reaction. (1) Given the reactants [H-].[Na+].[Cl:3][C:4]1[CH:9]=[C:8](Cl)[C:7]([N+:11]([O-:13])=[O:12])=[CH:6][N:5]=1.[CH3:14][O:15][C:16]1[CH:21]=[CH:20][C:19]([CH2:22][SH:23])=[CH:18][CH:17]=1, predict the reaction product. The product is: [Cl:3][C:4]1[CH:9]=[C:8]([S:23][CH2:22][C:19]2[CH:20]=[CH:21][C:16]([O:15][CH3:14])=[CH:17][CH:18]=2)[C:7]([N+:11]([O-:13])=[O:12])=[CH:6][N:5]=1. (2) The product is: [CH3:8][S:7][C:4]1[S:3][C:2]([C:15]2[CH:14]=[C:13]3[C:18](=[CH:17][CH:16]=2)[CH:9]=[N:10][CH:11]=[CH:12]3)=[N:6][N:5]=1. Given the reactants Br[C:2]1[S:3][C:4]([S:7][CH3:8])=[N:5][N:6]=1.[CH:9]1[C:18]2[C:13](=[CH:14][C:15](B(O)O)=[CH:16][CH:17]=2)[CH:12]=[CH:11][N:10]=1.C([O-])([O-])=O.[Na+].[Na+], predict the reaction product. (3) Given the reactants [F:1][C:2]1[CH:3]=[C:4]([C:7]([OH:9])=O)[NH:5][CH:6]=1.Cl.[CH3:11][O:12][NH:13][CH3:14].C1C=CC2N(O)N=NC=2C=1.C(Cl)CCl, predict the reaction product. The product is: [CH3:11][O:12][N:13]([CH3:14])[C:7]([C:4]1[NH:5][CH:6]=[C:2]([F:1])[CH:3]=1)=[O:9]. (4) Given the reactants [C:1]([C:3]1[N:4]=[CH:5][N:6]2[C:11]([C:12]([F:15])([F:14])[F:13])=[CH:10][C:9]([C:16]3[CH:21]=[CH:20][C:19]([C:22]([F:25])([F:24])[F:23])=[CH:18][CH:17]=3)=[N:8][C:7]=12)#[CH:2].Br[C:27]1[CH:32]=[CH:31][C:30]([S:33]([NH2:36])(=[O:35])=[O:34])=[CH:29][CH:28]=1, predict the reaction product. The product is: [F:13][C:12]([F:15])([F:14])[C:11]1[N:6]2[CH:5]=[N:4][C:3]([C:1]#[C:2][C:27]3[CH:32]=[CH:31][C:30]([S:33]([NH2:36])(=[O:35])=[O:34])=[CH:29][CH:28]=3)=[C:7]2[N:8]=[C:9]([C:16]2[CH:21]=[CH:20][C:19]([C:22]([F:25])([F:24])[F:23])=[CH:18][CH:17]=2)[CH:10]=1.